Dataset: Peptide-MHC class I binding affinity with 185,985 pairs from IEDB/IMGT. Task: Regression. Given a peptide amino acid sequence and an MHC pseudo amino acid sequence, predict their binding affinity value. This is MHC class I binding data. (1) The peptide sequence is EIIFLKLFKK. The MHC is HLA-A33:01 with pseudo-sequence HLA-A33:01. The binding affinity (normalized) is 0.551. (2) The peptide sequence is KLMPICMDV. The MHC is HLA-B07:02 with pseudo-sequence HLA-B07:02. The binding affinity (normalized) is 0.0845. (3) The peptide sequence is ELSRLRYNL. The MHC is HLA-A02:06 with pseudo-sequence HLA-A02:06. The binding affinity (normalized) is 0.0914. (4) The peptide sequence is LFFPFGLFK. The MHC is HLA-B35:01 with pseudo-sequence HLA-B35:01. The binding affinity (normalized) is 0.259.